This data is from Forward reaction prediction with 1.9M reactions from USPTO patents (1976-2016). The task is: Predict the product of the given reaction. (1) Given the reactants [OH:1][CH:2]([C:6]([O:19][CH3:20])([C:13]1[CH:18]=[CH:17][CH:16]=[CH:15][CH:14]=1)[C:7]1[CH:12]=[CH:11][CH:10]=[CH:9][CH:8]=1)[C:3]([OH:5])=[O:4].[CH3:21][C:22]1[CH:27]=[C:26]([CH3:28])[N:25]=[C:24](S(C)(=O)=O)[N:23]=1, predict the reaction product. The product is: [CH3:28][C:26]1[CH:27]=[C:22]([CH3:21])[N:23]=[C:24]([O:1][C@@H:2]([C:6]([O:19][CH3:20])([C:7]2[CH:12]=[CH:11][CH:10]=[CH:9][CH:8]=2)[C:13]2[CH:18]=[CH:17][CH:16]=[CH:15][CH:14]=2)[C:3]([OH:5])=[O:4])[N:25]=1. (2) Given the reactants Br[C:2]1[CH:3]=[C:4]([CH:28]=[CH:29][CH:30]=1)[CH2:5][N:6]1[C:10]([CH3:11])=[N:9][C:8]([C:12]2[O:16][N:15]=[C:14]([C:17]3[CH:22]=[CH:21][C:20]([O:23][C:24]([F:27])([F:26])[F:25])=[CH:19][CH:18]=3)[N:13]=2)=[N:7]1.[C:31]([O-])([O-:33])=[O:32].[Cs+].[Cs+].CC(C1C=C(C(C)C)C(C2C=CC=CC=2P(C2CCCCC2)C2CCCCC2)=C(C(C)C)C=1)C.[CH3:71][N:72]([CH3:76])[CH2:73][CH2:74][NH2:75], predict the reaction product. The product is: [F:27][C:24]([F:25])([F:26])[C:31]([O-:33])=[O:32].[CH3:71][NH+:72]([CH3:76])[CH2:73][CH2:74][NH:75][C:2]1[CH:30]=[CH:29][CH:28]=[C:4]([CH2:5][N:6]2[C:10]([CH3:11])=[N:9][C:8]([C:12]3[O:16][N:15]=[C:14]([C:17]4[CH:22]=[CH:21][C:20]([O:23][C:24]([F:27])([F:26])[F:25])=[CH:19][CH:18]=4)[N:13]=3)=[N:7]2)[CH:3]=1. (3) Given the reactants [C:1]([O:5][C:6](=[O:33])[N:7]([CH:9]1[CH2:14][CH2:13][CH:12]([NH:15][CH2:16][C:17]2[CH:22]=[C:21]([C:23]3[CH:28]=[C:27]([CH3:29])[N:26]=[C:25]([CH3:30])[CH:24]=3)[CH:20]=[CH:19][C:18]=2[O:31][CH3:32])[CH2:11][CH2:10]1)[CH3:8])([CH3:4])([CH3:3])[CH3:2].[Cl:34][C:35]1[C:36]2[C:46]([F:47])=[CH:45][CH:44]=[CH:43][C:37]=2[S:38][C:39]=1[C:40](Cl)=[O:41], predict the reaction product. The product is: [C:1]([O:5][C:6](=[O:33])[N:7]([CH:9]1[CH2:14][CH2:13][CH:12]([N:15]([C:40]([C:39]2[S:38][C:37]3[CH:43]=[CH:44][CH:45]=[C:46]([F:47])[C:36]=3[C:35]=2[Cl:34])=[O:41])[CH2:16][C:17]2[CH:22]=[C:21]([C:23]3[CH:24]=[C:25]([CH3:30])[N:26]=[C:27]([CH3:29])[CH:28]=3)[CH:20]=[CH:19][C:18]=2[O:31][CH3:32])[CH2:11][CH2:10]1)[CH3:8])([CH3:4])([CH3:3])[CH3:2].